Dataset: Full USPTO retrosynthesis dataset with 1.9M reactions from patents (1976-2016). Task: Predict the reactants needed to synthesize the given product. (1) Given the product [CH3:32][O:31][CH2:30][CH2:29][N:18]1[CH2:19][C@@H:20]([C:23]2[CH:28]=[CH:27][CH:26]=[CH:25][CH:24]=2)[CH2:21][CH2:22][C@H:16]([CH2:12][C:13]([OH:15])=[O:14])[C:17]1=[O:33], predict the reactants needed to synthesize it. The reactants are: FC(F)(F)C(O)=O.C([CH:12]([C@H:16]1[CH2:22][CH2:21][C@H:20]([C:23]2[CH:28]=[CH:27][CH:26]=[CH:25][CH:24]=2)[CH2:19][N:18]([CH2:29][CH2:30][O:31][CH3:32])[C:17]1=[O:33])[C:13]([O-:15])=[O:14])(C)(C)C. (2) The reactants are: C(OC([N:8]1[CH2:13][CH2:12][C@H:11]([C:14]2[N:15]([CH2:27][CH2:28][O:29]C3CCCCO3)[CH:16]=[C:17]([C:19]3[CH:24]=[CH:23][C:22]([F:25])=[C:21]([CH3:26])[CH:20]=3)[N:18]=2)[C@H:10]([F:36])[CH2:9]1)=O)(C)(C)C.FC(F)(F)C(O)=O. Given the product [F:25][C:22]1[CH:23]=[CH:24][C:19]([C:17]2[N:18]=[C:14]([C@H:11]3[CH2:12][CH2:13][NH:8][CH2:9][C@H:10]3[F:36])[N:15]([CH2:27][CH2:28][OH:29])[CH:16]=2)=[CH:20][C:21]=1[CH3:26], predict the reactants needed to synthesize it. (3) Given the product [Cl:39][C:40]1[CH:41]=[CH:42][C:43]([F:49])=[C:44]([C:28]2[CH:27]=[CH:26][C:25]([C:50]([O:51][CH3:56])=[O:53])=[CH:24][C:23]=2[C:20]2[C:19]([CH3:18])([CH3:32])[CH2:17][CH2:22][CH:21]=2)[CH:45]=1, predict the reactants needed to synthesize it. The reactants are: C1([C@H](C2C=CC=C(OC[C:17]3[CH:22]=[CH:21][C:20]([C:23]4[CH:28]=[C:27](OC)[CH:26]=[CH:25][C:24]=4F)=[C:19]([C@H:32](O)C(C)(C)C=C)[CH:18]=3)C=2)CC(O)=O)CC1.[Cl:39][C:40]1[CH:41]=[CH:42][C:43]([F:49])=[C:44](B(O)O)[CH:45]=1.[C:50](=[O:53])([O-])[O-:51].[K+].[K+].[CH3:56]N(C=O)C. (4) Given the product [Cl:1][C:2]1[CH:3]=[C:4]([CH:10]=[C:11]([CH:15]=[CH2:16])[C:12]=1[CH2:13][N:28]1[CH2:29][CH2:30][CH2:31][C@H:26]([N:18]([CH3:17])[C:19]([O:20][C:21]([CH3:23])([CH3:22])[CH3:24])=[O:25])[CH2:27]1)[C:5]([O:7][CH2:8][CH3:9])=[O:6], predict the reactants needed to synthesize it. The reactants are: [Cl:1][C:2]1[CH:3]=[C:4]([CH:10]=[C:11]([CH:15]=[CH2:16])[C:12]=1[CH:13]=O)[C:5]([O:7][CH2:8][CH3:9])=[O:6].[CH3:17][N:18]([C@H:26]1[CH2:31][CH2:30][CH2:29][NH:28][CH2:27]1)[C:19](=[O:25])[O:20][C:21]([CH3:24])([CH3:23])[CH3:22]. (5) Given the product [C:26]([O:30][C:17]([NH:14][C:6]1[CH:5]=[N:4][C:3]([Cl:11])=[C:2]([Cl:1])[CH:10]=1)=[O:22])([CH3:29])([CH3:28])[CH3:27], predict the reactants needed to synthesize it. The reactants are: [Cl:1][C:2]1[C:3]([Cl:11])=[N:4][CH:5]=[C:6]([CH:10]=1)C(O)=O.C([N:14]([CH2:17]C)CC)C.O.C(OCC)(=[O:22])C.[C:26]([OH:30])([CH3:29])([CH3:28])[CH3:27]. (6) Given the product [CH2:2]([N:6]1[C:10]([CH3:11])=[C:9]([CH3:12])[S:8]/[C:7]/1=[CH:13]\[C:21]([NH:20][CH:14]1[CH2:19][CH2:18][CH2:17][CH2:16][CH2:15]1)=[O:22])[CH2:3][CH2:4][CH3:5], predict the reactants needed to synthesize it. The reactants are: [I-].[CH2:2]([N+:6]1[C:10]([CH3:11])=[C:9]([CH3:12])[S:8][C:7]=1[CH3:13])[CH2:3][CH2:4][CH3:5].[CH:14]1([N:20]=[C:21]=[O:22])[CH2:19][CH2:18][CH2:17][CH2:16][CH2:15]1.C1CCN2C(=NCCC2)CC1. (7) Given the product [Cl:15][C:16]1[CH:21]=[CH:20][CH:19]=[CH:18][C:17]=1[S:22]([N:11]1[CH2:12][CH2:13][N:8]([C:3]2[CH:4]=[CH:5][CH:6]=[CH:7][C:2]=2[F:1])[CH2:9][CH2:10]1)(=[O:24])=[O:23], predict the reactants needed to synthesize it. The reactants are: [F:1][C:2]1[CH:7]=[CH:6][CH:5]=[CH:4][C:3]=1[N:8]1[CH2:13][CH2:12][NH:11][CH2:10][CH2:9]1.Cl.[Cl:15][C:16]1[CH:21]=[CH:20][CH:19]=[CH:18][C:17]=1[S:22](Cl)(=[O:24])=[O:23].C(N(C(C)C)CC)(C)C. (8) Given the product [CH:11]([C@@H:10]1[CH2:9][CH2:8][C@@H:7]([CH3:14])[CH2:6][C@H:5]1[O:4][C:2](=[O:3])[NH:15][CH2:16][CH2:17][CH2:18][CH3:19])([CH3:13])[CH3:12], predict the reactants needed to synthesize it. The reactants are: Cl[C:2]([O:4][CH:5]1[CH:10]([CH:11]([CH3:13])[CH3:12])[CH2:9][CH2:8][CH:7]([CH3:14])[CH2:6]1)=[O:3].[N:15]1C=[CH:19][CH:18]=[CH:17][CH:16]=1.C(N)CCC.Cl. (9) Given the product [CH3:9][O:8][C:5]1[CH:6]=[CH:7][C:2]([C:51]([O:54][CH3:55])=[O:53])=[N:3][CH:4]=1, predict the reactants needed to synthesize it. The reactants are: Br[C:2]1[CH:7]=[CH:6][C:5]([O:8][CH3:9])=[CH:4][N:3]=1.C(N(CC)CC)C.CN(C)C=O.C1(P(C2C=CC=CC=2)CCCP(C2C=CC=CC=2)C2C=CC=CC=2)C=CC=CC=1.[C:51]([O:54][CH2:55]C)(=[O:53])C. (10) Given the product [F:36][C:30]1[CH:29]=[C:28]([CH:33]=[CH:32][C:31]=1[O:34][CH3:35])[CH2:27][O:26][P:24]([C:21]1[CH:22]=[CH:23][C:18]([O:17][C:9]2[CH:8]=[C:7]([CH:12]=[C:11]([O:13][CH:14]([CH3:16])[CH3:15])[CH:10]=2)[C:6]([OH:48])=[O:5])=[CH:19][CH:20]=1)([O:37][CH2:38][C:39]1[CH:44]=[CH:43][C:42]([O:45][CH3:46])=[C:41]([F:47])[CH:40]=1)=[O:25], predict the reactants needed to synthesize it. The reactants are: C[Si](C)(C)CC[O:5][C:6](=[O:48])[C:7]1[CH:12]=[C:11]([O:13][CH:14]([CH3:16])[CH3:15])[CH:10]=[C:9]([O:17][C:18]2[CH:23]=[CH:22][C:21]([P:24]([O:37][CH2:38][C:39]3[CH:44]=[CH:43][C:42]([O:45][CH3:46])=[C:41]([F:47])[CH:40]=3)([O:26][CH2:27][C:28]3[CH:33]=[CH:32][C:31]([O:34][CH3:35])=[C:30]([F:36])[CH:29]=3)=[O:25])=[CH:20][CH:19]=2)[CH:8]=1.[F-].C([N+](CCCC)(CCCC)CCCC)CCC.